Dataset: Forward reaction prediction with 1.9M reactions from USPTO patents (1976-2016). Task: Predict the product of the given reaction. (1) Given the reactants C([O:5][C:6](=[O:25])[NH:7][CH:8]1[CH2:11][N:10]([CH:12]([C:19]2[CH:24]=[CH:23][CH:22]=[CH:21][CH:20]=2)C2C=CC=CC=2)[CH2:9]1)(C)(C)C.C([O-])=O.[NH4+].ClC1C2C(=CC=CC=2)[N:34]=[CH:33][N:32]=1.C(N(C(C)C)CC)(C)C, predict the reaction product. The product is: [N:32]1[C:20]2[C:19](=[CH:24][CH:23]=[CH:22][CH:21]=2)[C:12]([N:10]2[CH2:9][CH:8]([NH:7][C:6](=[O:25])[OH:5])[CH2:11]2)=[N:34][CH:33]=1. (2) Given the reactants O=[C:2]([C:5]1[S:6][CH:7]=[CH:8][CH:9]=1)[CH:3]=O.[NH2:10][N:11]1[C:15]([NH2:16])=[N:14][N:13]=[C:12]1[CH2:17][C:18]1[CH:23]=[CH:22][C:21]([OH:24])=[CH:20][CH:19]=1, predict the reaction product. The product is: [S:6]1[CH:7]=[CH:8][CH:9]=[C:5]1[C:2]1[CH:3]=[N:10][N:11]2[C:12]([CH2:17][C:18]3[CH:23]=[CH:22][C:21]([OH:24])=[CH:20][CH:19]=3)=[N:13][N:14]=[C:15]2[N:16]=1.